This data is from Forward reaction prediction with 1.9M reactions from USPTO patents (1976-2016). The task is: Predict the product of the given reaction. (1) Given the reactants [C:1]1([C@H:7]([NH2:9])[CH3:8])[CH:6]=[CH:5][CH:4]=[CH:3][CH:2]=1.[CH3:10][O:11][C:12]1[N:16]([C:17]2[CH:22]=[CH:21][C:20]([C:23]([F:26])([F:25])[F:24])=[CH:19][CH:18]=2)[N:15]=[C:14]([CH:27]=O)[CH:13]=1.C(O[BH-](OC(=O)C)OC(=O)C)(=O)C.[Na+], predict the reaction product. The product is: [CH3:10][O:11][C:12]1[N:16]([C:17]2[CH:18]=[CH:19][C:20]([C:23]([F:26])([F:24])[F:25])=[CH:21][CH:22]=2)[N:15]=[C:14]([CH2:27][NH:9][C@@H:7]([C:1]2[CH:6]=[CH:5][CH:4]=[CH:3][CH:2]=2)[CH3:8])[CH:13]=1. (2) Given the reactants C1(C2N=NC(NNC(=O)CC3C=C4C(=CC=3)N=CC=C4)=NC=2)C=CC=CC=1.[CH3:28][O:29][C:30]([C:32]1[CH:37]=[CH:36][C:35]([C:38]2[N:43]=[N:42][C:41]([NH:44][NH:45][C:46](=O)[CH2:47][O:48][C:49]3[C:58]4[C:53](=[CH:54][C:55]([O:61][CH3:62])=[C:56]([O:59][CH3:60])[CH:57]=4)[N:52]=[CH:51][CH:50]=3)=[N:40][CH:39]=2)=[CH:34][CH:33]=1)=[O:31], predict the reaction product. The product is: [CH3:60][O:59][C:56]1[CH:57]=[C:58]2[C:53](=[CH:54][C:55]=1[O:61][CH3:62])[N:52]=[CH:51][CH:50]=[C:49]2[O:48][CH2:47][C:46]1[N:42]2[N:43]=[C:38]([C:35]3[CH:36]=[CH:37][C:32]([C:30]([O:29][CH3:28])=[O:31])=[CH:33][CH:34]=3)[CH:39]=[N:40][C:41]2=[N:44][N:45]=1. (3) Given the reactants [S:1]1[C:5]2[CH:6]=[CH:7][C:8]([NH:10][C:11]3[C:20]4[C:15](=[CH:16][C:17]([OH:26])=[C:18]([S:21][C:22]([CH3:25])([CH3:24])[CH3:23])[CH:19]=4)[N:14]=[CH:13][N:12]=3)=[CH:9][C:4]=2[N:3]=[CH:2]1.C([O-])([O-])=O.[Cs+].[Cs+].I[CH:34]([CH3:36])[CH3:35], predict the reaction product. The product is: [C:22]([S:21][C:18]1[CH:19]=[C:20]2[C:15](=[CH:16][C:17]=1[O:26][CH:34]([CH3:36])[CH3:35])[N:14]=[CH:13][N:12]=[C:11]2[NH:10][C:8]1[CH:7]=[CH:6][C:5]2[S:1][CH:2]=[N:3][C:4]=2[CH:9]=1)([CH3:23])([CH3:25])[CH3:24]. (4) The product is: [CH2:1]([O:3][C:4]([C:6]1[C:15]2[C:10](=[CH:11][C:12]([C:16]#[CH:17])=[CH:13][CH:14]=2)[C:9]([CH3:23])([CH3:22])[CH2:8][C:7]=1[CH3:24])=[O:5])[CH3:2]. Given the reactants [CH2:1]([O:3][C:4]([C:6]1[C:15]2[C:10](=[CH:11][C:12]([C:16]#[C:17][Si](C)(C)C)=[CH:13][CH:14]=2)[C:9]([CH3:23])([CH3:22])[CH2:8][C:7]=1[CH3:24])=[O:5])[CH3:2].C(=O)([O-])[O-].[K+].[K+], predict the reaction product.